From a dataset of Full USPTO retrosynthesis dataset with 1.9M reactions from patents (1976-2016). Predict the reactants needed to synthesize the given product. (1) Given the product [O:29]1[CH2:30][CH2:31][N:26]([C:11](=[O:13])[CH2:10][CH2:9][CH2:8][CH2:7][C:1]2[CH:2]=[CH:3][CH:4]=[CH:5][CH:6]=2)[CH2:27][CH2:28]1, predict the reactants needed to synthesize it. The reactants are: [C:1]1([CH2:7][CH2:8][CH2:9][CH2:10][C:11]([OH:13])=O)[CH:6]=[CH:5][CH:4]=[CH:3][CH:2]=1.C(Cl)(=O)C(Cl)=O.N1C=CC=CC=1.[NH:26]1[CH2:31][CH2:30][O:29][CH2:28][CH2:27]1. (2) Given the product [I:10][C:8]1[CH:7]=[CH:6][C:5]([OH:9])=[CH:4][C:3]=1[O:2][CH3:1], predict the reactants needed to synthesize it. The reactants are: [CH3:1][O:2][C:3]1[CH:4]=[C:5]([OH:9])[CH:6]=[CH:7][CH:8]=1.[I-:10].[Na+].CC1C=CC(S(NCl)(=O)=O)=CC=1.Cl. (3) Given the product [Br:1][C:2]1[CH:3]=[C:4]2[C:9](=[CH:10][CH:11]=1)[N:8]([C:12]1[CH:13]=[CH:14][C:15]([F:18])=[CH:16][CH:17]=1)[CH:7]=[C:6]([C:19]#[N:21])[C:5]2=[O:22], predict the reactants needed to synthesize it. The reactants are: [Br:1][C:2]1[CH:3]=[C:4]2[C:9](=[CH:10][CH:11]=1)[N:8]([C:12]1[CH:17]=[CH:16][C:15]([F:18])=[CH:14][CH:13]=1)[CH:7]=[C:6]([C:19]([NH2:21])=O)[C:5]2=[O:22].N1C(Cl)=NC(Cl)=NC=1Cl. (4) The reactants are: [F:1][C:2]([F:25])([F:24])[C:3]1[CH:4]=[C:5]([C:13]2[N:17]=[CH:16][N:15](/[CH:18]=[CH:19]\[C:20]([NH:22][NH2:23])=[O:21])[N:14]=2)[CH:6]=[C:7]([C:9]([F:12])([F:11])[F:10])[CH:8]=1.[C:26]([O:30][C:31]([NH:33][C@@H:34]([CH:38]([CH3:40])[CH3:39])[C:35](O)=[O:36])=[O:32])([CH3:29])([CH3:28])[CH3:27].C(P1(=O)OP(CCC)(=O)OP(CCC)(=O)O1)CC.CCN(C(C)C)C(C)C. Given the product [F:25][C:2]([F:24])([F:1])[C:3]1[CH:4]=[C:5]([C:13]2[N:17]=[CH:16][N:15](/[CH:18]=[CH:19]\[C:20]([NH:22][NH:23][C:35](=[O:36])[C@@H:34]([NH:33][C:31](=[O:32])[O:30][C:26]([CH3:29])([CH3:28])[CH3:27])[CH:38]([CH3:40])[CH3:39])=[O:21])[N:14]=2)[CH:6]=[C:7]([C:9]([F:10])([F:11])[F:12])[CH:8]=1, predict the reactants needed to synthesize it. (5) Given the product [Cl:1][C:2]1[CH:7]=[CH:6][C:5]([Cl:8])=[CH:4][C:3]=1[C:14]#[C:13][CH2:12][CH2:11][CH2:10][OH:15], predict the reactants needed to synthesize it. The reactants are: [Cl:1][C:2]1[CH:7]=[CH:6][C:5]([Cl:8])=[CH:4][C:3]=1I.[CH2:10]([OH:15])[CH2:11][CH2:12][C:13]#[CH:14].